This data is from Forward reaction prediction with 1.9M reactions from USPTO patents (1976-2016). The task is: Predict the product of the given reaction. (1) Given the reactants [CH2:1]([O:5][CH2:6][CH2:7][CH2:8][CH2:9][CH2:10][CH2:11][CH2:12][CH3:13])[CH:2]1[O:4][CH2:3]1.[C:14]1([CH3:20])[CH:19]=[CH:18][CH:17]=[CH:16][CH:15]=1.Cl.[CH3:22][C:23]([CH3:25])=O, predict the reaction product. The product is: [CH2:1]([O:5][CH2:6][CH2:7][CH2:8][CH2:9][CH2:10][CH2:11][CH2:12][CH2:13][CH2:22][CH2:23][CH2:25][CH2:15][CH2:16][CH2:17][CH2:18][CH2:19][CH2:14][CH3:20])[CH:2]1[O:4][CH2:3]1.[CH2:1]([O:5][CH2:6][CH2:7][CH2:8][CH2:9][CH2:10][CH2:11][CH2:12][CH3:13])[CH:2]1[O:4][CH2:3]1. (2) Given the reactants C(OC(=O)[NH:7][CH:8]1[CH2:13][CH2:12][N:11]([CH2:14][CH2:15][N:16]2[C:25]3[C:20](=[CH:21][CH:22]=[C:23]([O:26][CH3:27])[CH:24]=3)[N:19]=[CH:18][C:17]2=[O:28])[CH2:10][CH2:9]1)(C)(C)C.FC(F)(F)C(O)=O, predict the reaction product. The product is: [NH2:7][CH:8]1[CH2:9][CH2:10][N:11]([CH2:14][CH2:15][N:16]2[C:25]3[C:20](=[CH:21][CH:22]=[C:23]([O:26][CH3:27])[CH:24]=3)[N:19]=[CH:18][C:17]2=[O:28])[CH2:12][CH2:13]1. (3) Given the reactants [N:1]([C@@H:4]([C@@H:29]([C:36]1[CH:41]=[CH:40][C:39]([F:42])=[CH:38][CH:37]=1)[CH:30]1[CH2:35][CH2:34][O:33][CH2:32][CH2:31]1)[C:5]([NH:7][C:8]1[CH:13]=[CH:12][CH:11]=[C:10]([F:14])[C:9]=1[CH2:15][CH2:16][CH:17]1[CH2:19][N@@:18]1[S:20]([C:23]1[CH:28]=[CH:27][CH:26]=[CH:25][CH:24]=1)(=[O:22])=[O:21])=[O:6])=[N+:2]=[N-:3].[NH2:43][CH2:44][C@H:45]([OH:47])[CH3:46], predict the reaction product. The product is: [N:1]([C@@H:4]([C@@H:29]([C:36]1[CH:37]=[CH:38][C:39]([F:42])=[CH:40][CH:41]=1)[CH:30]1[CH2:35][CH2:34][O:33][CH2:32][CH2:31]1)[C:5]([NH:7][C:8]1[CH:13]=[CH:12][CH:11]=[C:10]([F:14])[C:9]=1[CH2:15][CH2:16][C@H:17]([NH:18][S:20]([C:23]1[CH:28]=[CH:27][CH:26]=[CH:25][CH:24]=1)(=[O:22])=[O:21])[CH2:19][NH:43][CH2:44][C@H:45]([OH:47])[CH3:46])=[O:6])=[N+:2]=[N-:3].